Task: Predict the product of the given reaction.. Dataset: Forward reaction prediction with 1.9M reactions from USPTO patents (1976-2016) Given the reactants [F:1][C:2]1[CH:7]=[CH:6][C:5]([C@H:8]2[CH2:12][N:11]([S:13]([C:16]3[N:17]=[CH:18][N:19]([CH3:21])[CH:20]=3)(=[O:15])=[O:14])[CH2:10][C@@H:9]2[NH2:22])=[CH:4][CH:3]=1.ClCCl.[Br:26][C:27]1[CH:32]=[CH:31][CH:30]=[CH:29][C:28]=1[CH2:33][C:34](O)=[O:35].Cl.C(N=C=NCCCN(C)C)C, predict the reaction product. The product is: [Br:26][C:27]1[CH:32]=[CH:31][CH:30]=[CH:29][C:28]=1[CH2:33][C:34]([NH:22][C@@H:9]1[C@@H:8]([C:5]2[CH:6]=[CH:7][C:2]([F:1])=[CH:3][CH:4]=2)[CH2:12][N:11]([S:13]([C:16]2[N:17]=[CH:18][N:19]([CH3:21])[CH:20]=2)(=[O:15])=[O:14])[CH2:10]1)=[O:35].